From a dataset of Reaction yield outcomes from USPTO patents with 853,638 reactions. Predict the reaction yield, written as a fraction of the theoretical maximum amount of product (1.0 means a 100% yield; for example, 0.34 means a 34% yield). (1) The reactants are [CH3:1][O:2][C:3]1[CH:8]=[CH:7][C:6]([CH3:9])=[CH:5][C:4]=1[NH:10][S:11]([C:14]1[CH:15]=[C:16]([CH:23]=C)[C:17]2[O:21][CH:20]=[CH:19][C:18]=2[CH:22]=1)(=[O:13])=[O:12].N1C(C)=CC=CC=1C.I([O-])(=O)(=O)=[O:34].[Na+].Cl. The catalyst is O1CCOCC1.O.[Os](=O)(=O)(=O)=O. The product is [CH:23]([C:16]1[C:17]2[O:21][CH:20]=[CH:19][C:18]=2[CH:22]=[C:14]([S:11]([NH:10][C:4]2[CH:5]=[C:6]([CH3:9])[CH:7]=[CH:8][C:3]=2[O:2][CH3:1])(=[O:12])=[O:13])[CH:15]=1)=[O:34]. The yield is 0.880. (2) The reactants are [CH3:1][NH:2][C:3]1[S:4][CH:5]=[C:6]([C:8]2[CH:13]=[CH:12][CH:11]=[CH:10][CH:9]=2)[N:7]=1.[H-].[Na+].Br[C:17]1[CH:26]=[CH:25][C:20]([C:21]([O:23][CH3:24])=[O:22])=[CH:19][CH:18]=1.O.[CH3:28]N(C)C=O. No catalyst specified. The product is [CH3:28][CH:1]([NH:2][C:3]1[S:4][CH:5]=[C:6]([C:8]2[CH:9]=[CH:10][CH:11]=[CH:12][CH:13]=2)[N:7]=1)[C:17]1[CH:26]=[CH:25][C:20]([C:21]([O:23][CH3:24])=[O:22])=[CH:19][CH:18]=1. The yield is 0.860. (3) The reactants are [CH2:1]([CH:5]([CH2:8]C#N)[C:6]#[N:7])[CH:2]([CH3:4])[CH3:3].[C:11]([O-:14])(O)=[O:12].[Na+].Cl. The catalyst is O. The product is [C:6]([CH:5]([CH2:1][CH:2]([CH3:4])[CH3:3])[CH2:8][C:11]([OH:14])=[O:12])#[N:7]. The yield is 0.948. (4) The reactants are Br[C:2]1[CH:3]=[CH:4][CH:5]=[C:6]2[C:10]=1[NH:9][CH:8]=[CH:7]2.[C:11]1(B(O)O)[CH:16]=[CH:15][CH:14]=[CH:13][CH:12]=1.C(=O)([O-])[O-].[K+].[K+].ClCCl. The catalyst is O1CCOCC1.O.C1C=CC(P(C2C=CC=CC=2)[C-]2C=CC=C2)=CC=1.C1C=CC(P(C2C=CC=CC=2)[C-]2C=CC=C2)=CC=1.Cl[Pd]Cl.[Fe+2]. The product is [C:11]1([C:2]2[CH:3]=[CH:4][CH:5]=[C:6]3[C:10]=2[NH:9][CH:8]=[CH:7]3)[CH:16]=[CH:15][CH:14]=[CH:13][CH:12]=1. The yield is 0.930. (5) The reactants are Cl[C:2]1[N:11]=[C:10]([N:12]([C:14]2[CH:19]=[CH:18][C:17]([O:20][CH3:21])=[CH:16][CH:15]=2)[CH3:13])[C:9]2[C:4](=[CH:5][CH:6]=[C:7]([CH3:22])[CH:8]=2)[N:3]=1.Cl.[CH3:24][NH2:25].C([O-])([O-])=O.[Na+].[Na+]. The catalyst is CC(O)C. The product is [CH3:21][O:20][C:17]1[CH:18]=[CH:19][C:14]([N:12]([CH3:13])[C:10]2[C:9]3[C:4](=[CH:5][CH:6]=[C:7]([CH3:22])[CH:8]=3)[N:3]=[C:2]([NH:25][CH3:24])[N:11]=2)=[CH:15][CH:16]=1. The yield is 0.330. (6) The product is [Cl:22][C:3]1[CH:4]=[C:5]([C:19]([NH2:21])=[O:20])[C:6]2[NH:7][C:8]3[C:13]([C:14]=2[C:2]=1[C:39]1[CH:40]=[CH:41][CH:42]=[C:37]([N:30]2[C:29](=[O:53])[C:28]4[C:33](=[CH:34][C:25]([O:24][CH3:23])=[CH:26][CH:27]=4)[N:32]([CH3:35])[C:31]2=[O:36])[C:38]=1[CH3:52])=[CH:12][CH:11]=[C:10]([C:15]([OH:18])([CH3:17])[CH3:16])[CH:9]=3. The catalyst is C1COCC1.O.C1C=CC(P(C2C=CC=CC=2)[C-]2C=CC=C2)=CC=1.C1C=CC(P(C2C=CC=CC=2)[C-]2C=CC=C2)=CC=1.Cl[Pd]Cl.[Fe+2].C(Cl)Cl. The reactants are Br[C:2]1[C:14]2[C:13]3[C:8](=[CH:9][C:10]([C:15]([OH:18])([CH3:17])[CH3:16])=[CH:11][CH:12]=3)[NH:7][C:6]=2[C:5]([C:19]([NH2:21])=[O:20])=[CH:4][C:3]=1[Cl:22].[CH3:23][O:24][C:25]1[CH:34]=[C:33]2[C:28]([C:29](=[O:53])[N:30]([C:37]3[CH:42]=[CH:41][CH:40]=[C:39](B4OC(C)(C)C(C)(C)O4)[C:38]=3[CH3:52])[C:31](=[O:36])[N:32]2[CH3:35])=[CH:27][CH:26]=1.C([O-])([O-])=O.[Cs+].[Cs+]. The yield is 0.920. (7) The yield is 0.800. The reactants are [O:1]([CH2:8][C:9]([C:11]1[CH:16]=[CH:15][CH:14]=[CH:13][CH:12]=1)=[O:10])[C:2]1[CH:7]=[CH:6][CH:5]=[CH:4][CH:3]=1.[BH4-].[Na+]. The catalyst is CO. The product is [O:1]([CH2:8][CH:9]([C:11]1[CH:12]=[CH:13][CH:14]=[CH:15][CH:16]=1)[OH:10])[C:2]1[CH:3]=[CH:4][CH:5]=[CH:6][CH:7]=1. (8) The reactants are [NH2:1][C@H:2]([CH:6]1[CH2:14][C:13]2[C:8](=[CH:9][CH:10]=[CH:11][CH:12]=2)[CH2:7]1)[C:3]([OH:5])=[O:4].C(N(CC)CC)C.[CH2:22]([O:29][C:30](ON1C(=O)CCC1=O)=[O:31])[C:23]1[CH:28]=[CH:27][CH:26]=[CH:25][CH:24]=1. The catalyst is O1CCOCC1.O. The product is [CH2:7]1[C:8]2[C:13](=[CH:12][CH:11]=[CH:10][CH:9]=2)[CH2:14][CH:6]1[C@@H:2]([NH:1][C:30]([O:29][CH2:22][C:23]1[CH:28]=[CH:27][CH:26]=[CH:25][CH:24]=1)=[O:31])[C:3]([OH:5])=[O:4]. The yield is 0.940.